Dataset: Reaction yield outcomes from USPTO patents with 853,638 reactions. Task: Predict the reaction yield, written as a fraction of the theoretical maximum amount of product (1.0 means a 100% yield; for example, 0.34 means a 34% yield). (1) The reactants are [CH3:1][C@:2]12[C@@:19]3([CH3:20])[C@@H:10]([C@:11]4([CH3:36])[C@@H:16]([CH2:17][CH2:18]3)[C:15]([CH3:22])([CH3:21])[C:14]([C:23]3[CH:35]=[CH:34][C:26]([C:27]([O:29]C(C)(C)C)=[O:28])=[CH:25][CH:24]=3)=[CH:13][CH2:12]4)[CH2:9][CH2:8][C@@H:7]1[C@H:6]1[C@H:37]([C:40]([CH3:42])=[CH2:41])[CH2:38][CH2:39][C@:5]1([CH2:43][NH:44][CH2:45][CH2:46][CH2:47][N:48]1[CH2:53][CH2:52][O:51][CH2:50][CH2:49]1)[CH2:4][CH2:3]2.C(O)(C(F)(F)F)=O. The catalyst is C(Cl)Cl. The product is [CH3:1][C@:2]12[C@@:19]3([CH3:20])[C@@H:10]([C@:11]4([CH3:36])[C@@H:16]([CH2:17][CH2:18]3)[C:15]([CH3:21])([CH3:22])[C:14]([C:23]3[CH:35]=[CH:34][C:26]([C:27]([OH:29])=[O:28])=[CH:25][CH:24]=3)=[CH:13][CH2:12]4)[CH2:9][CH2:8][C@@H:7]1[C@H:6]1[C@H:37]([C:40]([CH3:42])=[CH2:41])[CH2:38][CH2:39][C@:5]1([CH2:43][NH:44][CH2:45][CH2:46][CH2:47][N:48]1[CH2:49][CH2:50][O:51][CH2:52][CH2:53]1)[CH2:4][CH2:3]2. The yield is 0.565. (2) The reactants are [C:1]([O:4][C@@H:5]1[C@@H:10]([O:11][C:12](=[O:14])[CH3:13])[C@H:9]([O:15][C:16](=[O:18])[CH3:17])[C@@H:8]([O:19]/[C:20](/[C:29]([O:31][CH2:32][CH3:33])=[O:30])=[CH:21]\[C:22]2[CH:27]=[CH:26][CH:25]=[CH:24][C:23]=2F)[O:7][C@H:6]1[CH2:34][O:35][C:36](=[O:38])[CH3:37])(=[O:3])[CH3:2].[CH3:39]C1C=C(CC(=O)C(OCC)=O)C=CC=1.[H-].[Na+].[Br-].C(O[C@@H]1[C@@H](OC(=O)C)[C@@H](OC(=O)C)[C@@H](COC(=O)C)O[C@@H]1O)(=O)C. No catalyst specified. The product is [C:1]([O:4][C@H:5]1[C@@H:10]([O:11][C:12](=[O:14])[CH3:13])[C@H:9]([O:15][C:16](=[O:18])[CH3:17])[C@@H:8]([O:19]/[C:20](/[C:29]([O:31][CH2:32][CH3:33])=[O:30])=[CH:21]\[C:22]2[CH:27]=[C:26]([CH3:39])[CH:25]=[CH:24][CH:23]=2)[O:7][C@H:6]1[CH2:34][O:35][C:36](=[O:38])[CH3:37])(=[O:3])[CH3:2]. The yield is 0.250. (3) The reactants are [NH2:1][C:2]1[CH:3]=[CH:4][C:5]([CH3:24])=[C:6]([CH:23]=1)[O:7][C:8]1[N:13]=[C:12]2[S:14][C:15]([NH:17][C:18]([CH:20]3[CH2:22][CH2:21]3)=[O:19])=[N:16][C:11]2=[CH:10][CH:9]=1.[CH:25]1[CH:26]=[CH:27][C:28]2N(O)N=N[C:29]=2[CH:30]=1.Cl.C(N=C=N[CH2:41][CH2:42][CH2:43]N(C)C)C.C(OCC)(=[O:49])C. The catalyst is CN(C)C=O.O. The product is [CH3:24][C:5]1[CH:4]=[CH:3][C:2]([NH:1][C:41](=[O:49])[C:42]#[C:43][C:29]2[CH:28]=[CH:27][CH:26]=[CH:25][CH:30]=2)=[CH:23][C:6]=1[O:7][C:8]1[N:13]=[C:12]2[S:14][C:15]([NH:17][C:18]([CH:20]3[CH2:22][CH2:21]3)=[O:19])=[N:16][C:11]2=[CH:10][CH:9]=1. The yield is 0.110. (4) The reactants are [Cl-].O[NH3+:3].[C:4](=[O:7])([O-])[OH:5].[Na+].CS(C)=O.[OH:13][C:14]([CH3:54])([CH3:53])[CH2:15][O:16][C@H:17]1[CH2:22][CH2:21][C@H:20]([N:23]2[C:28](=[O:29])[C:27]([CH2:30][C:31]3[CH:36]=[CH:35][C:34]([C:37]4[C:38]([C:43]#[N:44])=[CH:39][CH:40]=[CH:41][CH:42]=4)=[C:33]([CH3:45])[CH:32]=3)=[C:26]([CH2:46][CH2:47][CH3:48])[N:25]3[N:49]=[C:50]([CH3:52])[N:51]=[C:24]23)[CH2:19][CH2:18]1. The catalyst is C(OCC)(=O)C. The product is [OH:13][C:14]([CH3:53])([CH3:54])[CH2:15][O:16][C@H:17]1[CH2:22][CH2:21][C@H:20]([N:23]2[C:28](=[O:29])[C:27]([CH2:30][C:31]3[CH:36]=[CH:35][C:34]([C:37]4[CH:42]=[CH:41][CH:40]=[CH:39][C:38]=4[C:43]4[NH:3][C:4](=[O:7])[O:5][N:44]=4)=[C:33]([CH3:45])[CH:32]=3)=[C:26]([CH2:46][CH2:47][CH3:48])[N:25]3[N:49]=[C:50]([CH3:52])[N:51]=[C:24]23)[CH2:19][CH2:18]1. The yield is 0.580. (5) The reactants are [CH3:1][N:2]([CH3:7])[CH2:3][CH2:4][NH:5][CH3:6].F[C:9]1[C:14]([N+:15]([O-:17])=[O:16])=[CH:13][C:12]([NH:18][C:19]2[N:24]=[C:23]([C:25]3[C:33]4[C:28](=[CH:29][CH:30]=[CH:31][CH:32]=4)[N:27]([CH3:34])[CH:26]=3)[C:22]([CH3:35])=[CH:21][N:20]=2)=[C:11]([O:36][CH3:37])[CH:10]=1. The catalyst is CC(N(C)C)=O. The product is [CH3:1][N:2]([CH3:7])[CH2:3][CH2:4][N:5]([CH3:6])[C:9]1[C:14]([N+:15]([O-:17])=[O:16])=[CH:13][C:12]([NH:18][C:19]2[N:24]=[C:23]([C:25]3[C:33]4[C:28](=[CH:29][CH:30]=[CH:31][CH:32]=4)[N:27]([CH3:34])[CH:26]=3)[C:22]([CH3:35])=[CH:21][N:20]=2)=[C:11]([O:36][CH3:37])[CH:10]=1. The yield is 0.420. (6) The reactants are [CH3:1][O:2][C:3](=[O:14])[CH2:4][C:5]1[CH:10]=[CH:9][C:8]([OH:11])=[C:7]([CH:12]=[O:13])[CH:6]=1.[Br:15]N1C(=O)CCC1=O. The yield is 0.847. The product is [Br:15][C:9]1[CH:10]=[C:5]([CH2:4][C:3]([O:2][CH3:1])=[O:14])[CH:6]=[C:7]([CH:12]=[O:13])[C:8]=1[OH:11]. The catalyst is CN(C=O)C.C(OC(=O)C)(C)C.C(O)(C)C. (7) The reactants are [O:1]1[CH2:6][CH2:5][N:4]([C:7]2[N:12]=[C:11]([N:13]3[CH2:18][CH2:17][O:16][CH2:15][CH2:14]3)[N:10]=[C:9]([C:19]3[CH:26]=[CH:25][C:22]([C:23]#[N:24])=[CH:21][CH:20]=3)[N:8]=2)[CH2:3][CH2:2]1.[N-:27]=[N+:28]=[N-:29].[Na+].Cl.C(N(CC)CC)C. The catalyst is CN(C=O)C. The product is [N:4]1([C:7]2[N:12]=[C:11]([N:13]3[CH2:14][CH2:15][O:16][CH2:17][CH2:18]3)[N:10]=[C:9]([C:19]3[CH:20]=[CH:21][C:22]([C:23]4[N:27]=[N:28][NH:29][N:24]=4)=[CH:25][CH:26]=3)[N:8]=2)[CH2:5][CH2:6][O:1][CH2:2][CH2:3]1. The yield is 0.970.